This data is from Forward reaction prediction with 1.9M reactions from USPTO patents (1976-2016). The task is: Predict the product of the given reaction. (1) Given the reactants [CH3:1][C:2]1[C:7]([CH3:8])=[CH:6][C:5]([NH2:9])=[C:4]([N+:10]([O-:12])=[O:11])[CH:3]=1.Br[CH2:14][CH2:15][CH2:16][CH2:17][CH2:18][C:19]([CH3:26])([CH3:25])[C:20]([O:22][CH2:23][CH3:24])=[O:21], predict the reaction product. The product is: [CH3:1][C:2]1[C:7]([CH3:8])=[CH:6][C:5]([NH:9][CH2:14][CH2:15][CH2:16][CH2:17][CH2:18][C:19]([CH3:25])([CH3:26])[C:20]([O:22][CH2:23][CH3:24])=[O:21])=[C:4]([N+:10]([O-:12])=[O:11])[CH:3]=1. (2) Given the reactants [NH2:1][C@H:2]([C:27]1[CH:32]=[CH:31][C:30]([O:33][CH2:34][CH2:35][N:36]2[CH2:41][CH2:40][O:39][CH2:38][CH2:37]2)=[CH:29][CH:28]=1)[C:3]([NH:5][C@@H:6]([C@H:19]([C:21]1[CH:26]=[CH:25][CH:24]=[CH:23][CH:22]=1)[CH3:20])[C:7]([NH:9][C:10]1[S:11][CH:12]=[C:13]([C:15](=[O:18])[CH2:16][CH3:17])[N:14]=1)=[O:8])=[O:4].C(N(C(C)C)CC)(C)C.[O:51]=[C:52](Cl)OC(Cl)(Cl)Cl, predict the reaction product. The product is: [N:36]1([CH2:35][CH2:34][O:33][C:30]2[CH:31]=[CH:32][C:27]([CH:2]3[C:3](=[O:4])[N:5]([C@@H:6]([C@H:19]([C:21]4[CH:26]=[CH:25][CH:24]=[CH:23][CH:22]=4)[CH3:20])[C:7]([NH:9][C:10]4[S:11][CH:12]=[C:13]([C:15](=[O:18])[CH2:16][CH3:17])[N:14]=4)=[O:8])[C:52](=[O:51])[NH:1]3)=[CH:28][CH:29]=2)[CH2:41][CH2:40][O:39][CH2:38][CH2:37]1.